This data is from Full USPTO retrosynthesis dataset with 1.9M reactions from patents (1976-2016). The task is: Predict the reactants needed to synthesize the given product. (1) Given the product [CH3:1][O:2][C:3]1[CH:4]=[C:5]2[C:10](=[CH:11][C:12]=1[O:13][CH3:14])[N:9]=[CH:8][N:7]=[C:6]2[O:15][C:16]1[CH:22]=[CH:21][C:19]([NH:20][C:41](=[O:40])[O:42][CH2:23][CH2:24][CH2:25][CH2:26][N:32]([CH3:35])[CH3:30])=[CH:18][CH:17]=1, predict the reactants needed to synthesize it. The reactants are: [CH3:1][O:2][C:3]1[CH:4]=[C:5]2[C:10](=[CH:11][C:12]=1[O:13][CH3:14])[N:9]=[CH:8][N:7]=[C:6]2[O:15][C:16]1[CH:22]=[CH:21][C:19]([NH2:20])=[CH:18][CH:17]=1.[C:23]1(C)C=C[CH:26]=[CH:25][CH:24]=1.[CH2:30]([N:32]([CH2:35]C)CC)C.ClC(Cl)([O:40][C:41](=O)[O:42]C(Cl)(Cl)Cl)Cl. (2) Given the product [CH3:14][C:13]1[O:12][C:11]([C:15]2[CH:20]=[CH:19][CH:18]=[CH:17][CH:16]=2)=[N:10][C:9]=1[CH2:8][O:7][C:6]1[CH:21]=[CH:22][C:3]([CH2:2][O:23][C:24]2[CH:33]=[CH:32][C:31]3[C:26](=[CH:27][CH:28]=[CH:29][CH:30]=3)[C:25]=2[CH2:34][C:35]#[N:36])=[CH:4][CH:5]=1, predict the reactants needed to synthesize it. The reactants are: Cl[CH2:2][C:3]1[CH:22]=[CH:21][C:6]([O:7][CH2:8][C:9]2[N:10]=[C:11]([C:15]3[CH:20]=[CH:19][CH:18]=[CH:17][CH:16]=3)[O:12][C:13]=2[CH3:14])=[CH:5][CH:4]=1.[OH:23][C:24]1[CH:33]=[CH:32][C:31]2[C:26](=[CH:27][CH:28]=[CH:29][CH:30]=2)[C:25]=1[CH2:34][C:35]#[N:36].CN(C)C=O.[H-].[Na+].